This data is from CYP2C19 inhibition data for predicting drug metabolism from PubChem BioAssay. The task is: Regression/Classification. Given a drug SMILES string, predict its absorption, distribution, metabolism, or excretion properties. Task type varies by dataset: regression for continuous measurements (e.g., permeability, clearance, half-life) or binary classification for categorical outcomes (e.g., BBB penetration, CYP inhibition). Dataset: cyp2c19_veith. The compound is COC(=O)N1CCC2(CC1)CN(c1ccncc1)C2. The result is 0 (non-inhibitor).